From a dataset of Catalyst prediction with 721,799 reactions and 888 catalyst types from USPTO. Predict which catalyst facilitates the given reaction. (1) Product: [CH3:13][C:11]1[N:12]=[C:8]([C:5]2[CH:6]=[CH:7][C:2]([O:1][CH:31]=[C:32]([CH3:34])[CH3:33])=[C:3]([N:19]3[CH:23]=[N:22][N:21]=[N:20]3)[CH:4]=2)[S:9][C:10]=1[C:14]([O:16][CH2:17][CH3:18])=[O:15]. Reactant: [OH:1][C:2]1[CH:7]=[CH:6][C:5]([C:8]2[S:9][C:10]([C:14]([O:16][CH2:17][CH3:18])=[O:15])=[C:11]([CH3:13])[N:12]=2)=[CH:4][C:3]=1[N:19]1[CH:23]=[N:22][N:21]=[N:20]1.C(=O)([O-])[O-].[K+].[K+].Br[CH2:31][C:32]([CH3:34])=[CH2:33].O. The catalyst class is: 42. (2) Reactant: [F:1][C:2]([F:19])([F:18])[C:3]1[CH:8]=[CH:7][C:6]([NH:9][NH:10]C(OC(C)(C)C)=O)=[CH:5][CH:4]=1.[F:20][C:21]([F:40])([F:39])[C:22]([NH:24][CH2:25][C:26]1[C:27]([CH3:38])=[C:28]([C:34]([CH3:37])=[CH:35][CH:36]=1)[C:29]([N:31]=[C:32]=[O:33])=O)=[O:23].FC(F)(F)C(O)=O. Product: [F:1][C:2]([F:18])([F:19])[C:3]1[CH:4]=[CH:5][C:6]([N:9]2[C:32](=[O:33])[NH:31][C:29]([C:28]3[C:27]([CH3:38])=[C:26]([CH:36]=[CH:35][C:34]=3[CH3:37])[CH2:25][NH:24][C:22](=[O:23])[C:21]([F:40])([F:39])[F:20])=[N:10]2)=[CH:7][CH:8]=1. The catalyst class is: 2. (3) The catalyst class is: 2. Product: [Cl:1][C:2]1[CH:7]=[CH:6][C:5]([C:8]2[N:12]([CH2:13][C:14]([N:16]3[CH2:17][CH2:18][O:19][CH2:20][CH2:21]3)=[O:15])[C:11]3[CH:22]=[C:23]([C:25]([NH:38][CH3:37])=[O:27])[S:24][C:10]=3[C:9]=2[CH:28]2[CH2:29][CH2:30][CH2:31][CH2:32][CH2:33]2)=[CH:4][CH:3]=1. Reactant: [Cl:1][C:2]1[CH:7]=[CH:6][C:5]([C:8]2[N:12]([CH2:13][C:14]([N:16]3[CH2:21][CH2:20][O:19][CH2:18][CH2:17]3)=[O:15])[C:11]3[CH:22]=[C:23]([C:25]([OH:27])=O)[S:24][C:10]=3[C:9]=2[CH:28]2[CH2:33][CH2:32][CH2:31][CH2:30][CH2:29]2)=[CH:4][CH:3]=1.CN.C[CH2:37][N:38](C(C)C)C(C)C.CN(C(ON1N=NC2C=CC=NC1=2)=[N+](C)C)C.F[P-](F)(F)(F)(F)F. (4) Reactant: C([O:8][C:9]1[CH:14]=[C:13]([O:15]CC2C=CC=CC=2)[C:12](Br)=[CH:11][C:10]=1[C:24]1[N:25]([C:30]2[CH:35]=[CH:34][CH:33]=[CH:32][C:31]=2[CH3:36])[C:26]([OH:29])=[N:27][N:28]=1)C1C=CC=CC=1.C[OH:38].[C]=O.[CH2:41]([N:43]([CH2:46]C)[CH2:44][CH3:45])C.[C:48]1(C)C=[CH:52][CH:51]=[CH:50][CH:49]=1. Product: [OH:8][C:9]1[CH:14]=[C:13]([OH:15])[C:12]([C:46]([N:43]([CH2:44][C:45]2[CH:52]=[CH:51][CH:50]=[CH:49][CH:48]=2)[CH3:41])=[O:38])=[CH:11][C:10]=1[C:24]1[N:25]([C:30]2[CH:35]=[CH:34][CH:33]=[CH:32][C:31]=2[CH3:36])[C:26]([OH:29])=[N:27][N:28]=1. The catalyst class is: 140. (5) Reactant: [CH2:1]([CH:3]([C:6]1[C:7]2[N:8]([C:13]([C:17]3[S:21][CH:20]=[N:19][C:18]=3[CH3:22])=[C:14]([CH3:16])[N:15]=2)[N:9]=[C:10]([CH3:12])[CH:11]=1)[CH2:4][CH3:5])[CH3:2].C1C(=O)N([Br:30])C(=O)C1. Product: [CH2:1]([CH:3]([C:6]1[C:7]2[N:8]([C:13]([C:17]3[S:21][C:20]([Br:30])=[N:19][C:18]=3[CH3:22])=[C:14]([CH3:16])[N:15]=2)[N:9]=[C:10]([CH3:12])[CH:11]=1)[CH2:4][CH3:5])[CH3:2]. The catalyst class is: 2. (6) Reactant: [C:1]1([N:7]2[CH:12]=[CH:11][C:10]([CH2:13][CH2:14][CH2:15][CH2:16][CH2:17][CH2:18][C:19]3[N:20]=[N:21][NH:22][CH:23]=3)=[C:9]([O:24]CC3C=CC=CC=3)[C:8]2=[O:32])[CH:6]=[CH:5][CH:4]=[CH:3][CH:2]=1.C1(N2C=CC(CCCC3N=NNC=3)=C(O)C2=O)C=CC=CC=1. Product: [C:1]1([N:7]2[CH:12]=[CH:11][C:10]([CH2:13][CH2:14][CH2:15][CH2:16][CH2:17][CH2:18][C:19]3[N:20]=[N:21][NH:22][CH:23]=3)=[C:9]([OH:24])[C:8]2=[O:32])[CH:2]=[CH:3][CH:4]=[CH:5][CH:6]=1. The catalyst class is: 1. (7) Reactant: [C:1]([C:5]1[CH:9]=[C:8]([NH:10][C:11](=[O:19])OC2C=CC=CC=2)[N:7]([C:20]2[CH:25]=[CH:24][CH:23]=[CH:22][CH:21]=2)[N:6]=1)([CH3:4])([CH3:3])[CH3:2].[CH3:26][O:27][C:28]1[CH:29]=[C:30]2[C:35](=[CH:36][C:37]=1[O:38][CH3:39])[N:34]=[CH:33][N:32]=[C:31]2[S:40][C:41]1[CH:42]=[C:43]([CH:45]=[CH:46][CH:47]=1)[NH2:44].C(N(C(C)C)CC)(C)C. Product: [C:1]([C:5]1[CH:9]=[C:8]([NH:10][C:11]([NH:44][C:43]2[CH:45]=[CH:46][CH:47]=[C:41]([S:40][C:31]3[C:30]4[C:35](=[CH:36][C:37]([O:38][CH3:39])=[C:28]([O:27][CH3:26])[CH:29]=4)[N:34]=[CH:33][N:32]=3)[CH:42]=2)=[O:19])[N:7]([C:20]2[CH:25]=[CH:24][CH:23]=[CH:22][CH:21]=2)[N:6]=1)([CH3:2])([CH3:4])[CH3:3]. The catalyst class is: 142. (8) Reactant: [F:1][CH:2]([F:30])[O:3][C:4]1[CH:29]=[CH:28][C:7]([CH2:8][NH:9][C:10]2[CH2:14][CH:13]([CH2:15][O:16][C:17]3[CH:18]=[C:19]4[C:24](=[CH:25][CH:26]=3)[NH:23][C:22](=[O:27])[CH2:21][CH2:20]4)[O:12][N:11]=2)=[CH:6][CH:5]=1.N1C=CN=C1.II. Product: [F:30][CH:2]([F:1])[O:3][C:4]1[CH:5]=[CH:6][C:7]([CH2:8][NH:9][C:10]2[CH:14]=[C:13]([CH2:15][O:16][C:17]3[CH:18]=[C:19]4[C:24](=[CH:25][CH:26]=3)[NH:23][C:22](=[O:27])[CH:21]=[CH:20]4)[O:12][N:11]=2)=[CH:28][CH:29]=1. The catalyst class is: 133.